From a dataset of Forward reaction prediction with 1.9M reactions from USPTO patents (1976-2016). Predict the product of the given reaction. The product is: [CH3:22][O:21][C:16]1[CH:17]=[CH:18][CH:19]=[CH:20][C:15]=1[S:14][C:11]1[CH:12]=[CH:13][C:8]([C:6]2[CH:5]=[CH:4][N:3]=[C:2]([N:39]3[CH2:40][CH2:41][N:36]([C:33](=[O:35])[CH3:34])[CH2:37][CH2:38]3)[CH:7]=2)=[CH:9][C:10]=1[C:23]([F:26])([F:25])[F:24]. Given the reactants Cl[C:2]1[CH:7]=[C:6]([C:8]2[CH:13]=[CH:12][C:11]([S:14][C:15]3[CH:20]=[CH:19][CH:18]=[CH:17][C:16]=3[O:21][CH3:22])=[C:10]([C:23]([F:26])([F:25])[F:24])[CH:9]=2)[CH:5]=[CH:4][N:3]=1.OC1CCNC1.[C:33]([N:36]1[CH2:41][CH2:40][NH:39][CH2:38][CH2:37]1)(=[O:35])[CH3:34], predict the reaction product.